Dataset: Full USPTO retrosynthesis dataset with 1.9M reactions from patents (1976-2016). Task: Predict the reactants needed to synthesize the given product. Given the product [OH:36][C:24]1[C:23](=[O:22])[N:12]([C:13]2[N:14]=[N:15][C:16]([CH3:19])=[CH:17][CH:18]=2)[CH:8]([C:7]2[CH:10]=[CH:11][C:4]([CH:1]([CH3:3])[CH3:2])=[CH:5][CH:6]=2)[C:25]=1[C:26](=[O:27])[C:28]1[CH:33]=[CH:32][CH:31]=[C:30]([O:34][CH3:35])[CH:29]=1, predict the reactants needed to synthesize it. The reactants are: [CH:1]([C:4]1[CH:11]=[CH:10][C:7]([CH:8]=O)=[CH:6][CH:5]=1)([CH3:3])[CH3:2].[NH2:12][C:13]1[N:14]=[N:15][C:16]([CH3:19])=[CH:17][CH:18]=1.C([O:22][C:23](=O)[C:24]([OH:36])=[CH:25][C:26]([C:28]1[CH:33]=[CH:32][CH:31]=[C:30]([O:34][CH3:35])[CH:29]=1)=[O:27])C.